From a dataset of Reaction yield outcomes from USPTO patents with 853,638 reactions. Predict the reaction yield, written as a fraction of the theoretical maximum amount of product (1.0 means a 100% yield; for example, 0.34 means a 34% yield). (1) The reactants are Br[CH2:2][CH2:3][OH:4].[C:5]([N:8]1[CH2:13][CH2:12][NH:11][CH2:10][C@H:9]1[CH3:14])(=[O:7])[CH3:6].C(=O)([O-])[O-].[K+].[K+]. The catalyst is C1COCC1. The product is [C:5]([N:8]1[CH2:13][CH2:12][N:11]([CH2:2][CH2:3][OH:4])[CH2:10][C@H:9]1[CH3:14])(=[O:7])[CH3:6]. The yield is 0.970. (2) The reactants are [OH:1][C:2]1[CH:12]=[CH:11][CH:10]=[CH:9][C:3]=1[C:4]([O:6][CH2:7][CH3:8])=[O:5].C([O-])([O-])=O.[K+].[K+].[CH2:19](Br)[C:20]1[CH:25]=[CH:24][CH:23]=[CH:22][CH:21]=1.O. The catalyst is CC#N. The product is [CH2:19]([O:1][C:2]1[CH:12]=[CH:11][CH:10]=[CH:9][C:3]=1[C:4]([O:6][CH2:7][CH3:8])=[O:5])[C:20]1[CH:25]=[CH:24][CH:23]=[CH:22][CH:21]=1. The yield is 0.947.